Predict the reactants needed to synthesize the given product. From a dataset of Full USPTO retrosynthesis dataset with 1.9M reactions from patents (1976-2016). (1) Given the product [CH2:7]([O:6][P:4](/[CH:9]=[CH:10]/[C:11]1[C:12]([O:22][CH2:23][C:24]2[CH:44]=[CH:43][C:27]([O:28][CH2:29][C:30]3[N:31]=[C:32](/[CH:36]=[CH:37]/[C:38]([OH:40])=[O:39])[O:33][C:34]=3[CH3:35])=[C:26]([O:45][CH3:46])[CH:25]=2)=[N:13][N:14]([C:16]2[CH:21]=[CH:20][CH:19]=[CH:18][CH:17]=2)[CH:15]=1)([O:3][CH2:1][CH3:2])=[O:5])[CH3:8], predict the reactants needed to synthesize it. The reactants are: [CH2:1]([O:3][P:4](/[CH:9]=[CH:10]/[C:11]1[C:12]([O:22][CH2:23][C:24]2[CH:44]=[CH:43][C:27]([O:28][CH2:29][C:30]3[N:31]=[C:32](/[CH:36]=[CH:37]/[C:38]([O:40]CC)=[O:39])[O:33][C:34]=3[CH3:35])=[C:26]([O:45][CH3:46])[CH:25]=2)=[N:13][N:14]([C:16]2[CH:21]=[CH:20][CH:19]=[CH:18][CH:17]=2)[CH:15]=1)([O:6][CH2:7][CH3:8])=[O:5])[CH3:2].O1CCCC1.[OH-].[Na+].Cl. (2) The reactants are: [OH:1][C:2]1[CH:3]=[C:4]2[C:8](=[CH:9][CH:10]=1)[NH:7][CH:6]=[C:5]2[CH:11]([CH3:13])[CH3:12].C(=O)([O-])[O-].[K+].[K+].[CH3:20][C:21]1[CH:22]=[C:23]([N+:29]([O-:31])=[O:30])[CH:24]=[C:25]([CH3:28])[C:26]=1F.C(OCC)(=O)C. Given the product [CH:11]([C:5]1[C:4]2[C:8](=[CH:9][CH:10]=[C:2]([O:1][C:26]3[C:21]([CH3:20])=[CH:22][C:23]([N+:29]([O-:31])=[O:30])=[CH:24][C:25]=3[CH3:28])[CH:3]=2)[NH:7][CH:6]=1)([CH3:13])[CH3:12], predict the reactants needed to synthesize it.